From a dataset of Full USPTO retrosynthesis dataset with 1.9M reactions from patents (1976-2016). Predict the reactants needed to synthesize the given product. (1) Given the product [CH2:26]([O:25][C:13]1[N:12]=[C:11]([C:33]2[CH:41]=[C:40]3[C:36]([C:37]4[CH2:45][CH2:44][NH:43][CH2:42][C:38]=4[NH:39]3)=[CH:35][CH:34]=2)[C:10]([CH2:53][CH3:54])=[C:9]([O:8][CH2:1][C:2]2[CH:3]=[CH:4][CH:5]=[CH:6][CH:7]=2)[C:14]=1[C:15]([O:17][CH2:18][C:19]1[CH:20]=[CH:21][CH:22]=[CH:23][CH:24]=1)=[O:16])[C:27]1[CH:32]=[CH:31][CH:30]=[CH:29][CH:28]=1, predict the reactants needed to synthesize it. The reactants are: [CH2:1]([O:8][C:9]1[C:14]([C:15]([O:17][CH2:18][C:19]2[CH:24]=[CH:23][CH:22]=[CH:21][CH:20]=2)=[O:16])=[C:13]([O:25][CH2:26][C:27]2[CH:32]=[CH:31][CH:30]=[CH:29][CH:28]=2)[N:12]=[C:11]([C:33]2[CH:41]=[C:40]3[C:36]([C:37]4[CH2:45][CH2:44][N:43](C(OC(C)(C)C)=O)[CH2:42][C:38]=4[NH:39]3)=[CH:35][CH:34]=2)[C:10]=1[CH2:53][CH3:54])[C:2]1[CH:7]=[CH:6][CH:5]=[CH:4][CH:3]=1.C(O)(C(F)(F)F)=O. (2) The reactants are: [Cl:1][C:2]1[CH:7]=[C:6]([Cl:8])[CH:5]=[CH:4][C:3]=1[C:9]1[CH:14]=[CH:13][C:12]([C@H:15]([OH:21])[CH2:16][CH2:17][CH2:18][CH:19]=[CH2:20])=[CH:11][CH:10]=1.B(F)(F)F.CC[O:28]CC.[OH-].[Na+].OO.C([O-])([O-])=O.[K+].[K+]. Given the product [Cl:1][C:2]1[CH:7]=[C:6]([Cl:8])[CH:5]=[CH:4][C:3]=1[C:9]1[CH:14]=[CH:13][C:12]([C@H:15]([OH:21])[CH2:16][CH2:17][CH2:18][CH2:19][CH2:20][OH:28])=[CH:11][CH:10]=1, predict the reactants needed to synthesize it. (3) Given the product [O:17]1[C:18](=[O:20])[N:19]=[C:15]([C:12]2[CH:13]=[CH:14][C:9]([C:8]([NH:7][CH2:6][CH2:5][C:4]([OH:22])=[O:3])=[O:21])=[CH:10][CH:11]=2)[NH:16]1, predict the reactants needed to synthesize it. The reactants are: C([O:3][C:4](=[O:22])[CH2:5][CH2:6][NH:7][C:8](=[O:21])[C:9]1[CH:14]=[CH:13][C:12]([C:15]2[NH:16][O:17][C:18](=[O:20])[N:19]=2)=[CH:11][CH:10]=1)C.[OH-].[Na+]. (4) Given the product [C:1]1([C:45]2[CH:50]=[CH:49][CH:48]=[CH:47][CH:46]=2)[CH:2]=[CH:3][C:4]([C@@:7]2([S:39]([CH2:42][CH2:43][CH3:44])(=[O:41])=[O:40])[CH2:38][N:10]3[C:11](=[O:37])[C@@H:12]([NH:29][C:30](=[O:31])[O:32][C:33]([CH3:35])([CH3:36])[CH3:34])[CH2:13][CH2:14][CH2:15][CH2:16][CH2:17][CH:18]=[CH:19][C@@H:20]4[CH2:25][C@@:21]4([C:26](=[O:27])[NH:69][S:66]([CH:63]4[CH2:65][CH2:64]4)(=[O:68])=[O:67])[NH:22][C:23](=[O:24])[C@@H:9]3[CH2:8]2)=[CH:5][CH:6]=1, predict the reactants needed to synthesize it. The reactants are: [C:1]1([C:45]2[CH:50]=[CH:49][CH:48]=[CH:47][CH:46]=2)[CH:6]=[CH:5][C:4]([C@@:7]2([S:39]([CH2:42][CH2:43][CH3:44])(=[O:41])=[O:40])[CH2:38][N:10]3[C:11](=[O:37])[C@@H:12]([NH:29][C:30]([O:32][C:33]([CH3:36])([CH3:35])[CH3:34])=[O:31])[CH2:13][CH2:14][CH2:15][CH2:16][CH2:17][CH:18]=[CH:19][C@@H:20]4[CH2:25][C@@:21]4([C:26](O)=[O:27])[NH:22][C:23](=[O:24])[C@@H:9]3[CH2:8]2)=[CH:3][CH:2]=1.C1N=CN(C(N2C=NC=C2)=O)C=1.[CH:63]1([S:66]([NH2:69])(=[O:68])=[O:67])[CH2:65][CH2:64]1.C1CCN2C(=NCCC2)CC1. (5) Given the product [Cl:1][C:2]1[CH:3]=[CH:4][C:5]([C:6]([NH:8][C:9]2[S:10][CH:11]=[C:12]([CH2:14][C:15]([N:25]3[CH2:26][CH2:27][N:22]([C:28]4[S:29][CH2:30][CH2:31][N:32]=4)[CH2:23][CH2:24]3)=[O:17])[N:13]=2)=[O:7])=[CH:18][CH:19]=1, predict the reactants needed to synthesize it. The reactants are: [Cl:1][C:2]1[CH:19]=[CH:18][C:5]([C:6]([NH:8][C:9]2[S:10][CH:11]=[C:12]([CH2:14][C:15]([OH:17])=O)[N:13]=2)=[O:7])=[CH:4][CH:3]=1.Cl.Cl.[N:22]1([C:28]2[S:29][CH2:30][CH2:31][N:32]=2)[CH2:27][CH2:26][NH:25][CH2:24][CH2:23]1. (6) The reactants are: [C:1]1([C:30]2[CH:35]=[CH:34][CH:33]=[CH:32][CH:31]=2)[CH:6]=[CH:5][CH:4]=[CH:3][C:2]=1[NH:7][C:8]([O:10][CH:11]1[CH2:16][CH2:15][N:14]([CH2:17][CH2:18][C:19]([N:21]([CH3:29])[CH2:22][CH2:23][CH2:24][CH2:25]C(O)=O)=[O:20])[CH2:13][CH2:12]1)=[O:9].[NH2:36][C:37]1[C:42]([CH3:43])=[CH:41][C:40]([CH2:44][OH:45])=[C:39]([CH3:46])[CH:38]=1.C(N(CC)C(C)C)(C)C.Cl.CN(C)CCCN=C=NCC.C(=O)(O)[O-:69].[Na+]. Given the product [OH:45][CH2:44][C:40]1[C:39]([CH3:46])=[CH:38][C:37]([NH:36][C:25]([CH2:24][CH2:23][CH2:22][N:21]([CH3:29])[C:19]([CH2:18][CH2:17][N:14]2[CH2:13][CH2:12][CH:11]([O:10][C:8](=[O:9])[NH:7][C:2]3[CH:3]=[CH:4][CH:5]=[CH:6][C:1]=3[C:30]3[CH:35]=[CH:34][CH:33]=[CH:32][CH:31]=3)[CH2:16][CH2:15]2)=[O:20])=[O:69])=[C:42]([CH3:43])[CH:41]=1, predict the reactants needed to synthesize it. (7) Given the product [CH3:10][O:9][CH2:8][C:5]1[CH:6]=[CH:7][C:2]([B:22]2[O:23][C:24]([CH3:26])([CH3:25])[C:20]([CH3:36])([CH3:19])[O:21]2)=[C:3]([NH:11][C:12](=[O:18])[O:13][C:14]([CH3:17])([CH3:16])[CH3:15])[CH:4]=1, predict the reactants needed to synthesize it. The reactants are: Cl[C:2]1[CH:7]=[CH:6][C:5]([CH2:8][O:9][CH3:10])=[CH:4][C:3]=1[NH:11][C:12](=[O:18])[O:13][C:14]([CH3:17])([CH3:16])[CH3:15].[CH3:19][C:20]1([CH3:36])[C:24]([CH3:26])([CH3:25])[O:23][B:22]([B:22]2[O:23][C:24]([CH3:26])([CH3:25])[C:20]([CH3:36])([CH3:19])[O:21]2)[O:21]1.CC(C1C=C(C(C)C)C(C2C=CC=CC=2P(C2CCCCC2)C2CCCCC2)=C(C(C)C)C=1)C.CC([O-])=O.[K+]. (8) Given the product [CH2:23]([C:30]1[N:31]([CH2:51][C:52]2[CH:53]=[CH:54][C:55]([C:58]3[CH:63]=[CH:62][CH:61]=[CH:60][CH:59]=3)=[CH:56][CH:57]=2)[N:32]=[C:33]2[C:38]=1[C:37](=[O:39])[N:36]([CH3:40])[C:35](=[O:41])[NH:34]2)[C:24]1[CH:25]=[CH:26][CH:27]=[CH:28][CH:29]=1, predict the reactants needed to synthesize it. The reactants are: [N+]([O-])([O-])=O.[Ce+4].[NH4+].[N+]([O-])([O-])=O.[N+]([O-])([O-])=O.[N+]([O-])([O-])=O.[N+]([O-])([O-])=O.[CH2:23]([C:30]1[N:31]([CH2:51][C:52]2[CH:57]=[CH:56][C:55]([C:58]3[CH:63]=[CH:62][CH:61]=[CH:60][CH:59]=3)=[CH:54][CH:53]=2)[N:32]=[C:33]2[C:38]=1[C:37](=[O:39])[N:36]([CH3:40])[C:35](=[O:41])[N:34]2CC1C=CC(OC)=CC=1)[C:24]1[CH:29]=[CH:28][CH:27]=[CH:26][CH:25]=1.O=[N+]([O-])[O-].[O-][N+](=O)[O-].[O-][N+](=O)[O-].[O-][N+](=O)[O-].[O-][N+](=O)[O-].[O-][N+](=O)[O-].[Ce+4].[NH4+].[NH4+]. (9) Given the product [CH3:23][O:24][C:25](=[O:33])[C:26]1[CH:31]=[CH:30][CH:29]=[C:28]([NH:32][C:18](=[O:19])/[CH:17]=[CH:16]/[O:15][C:14]2[CH:13]=[CH:12][C:11]([C:1]34[CH2:10][CH:5]5[CH2:6][CH:7]([CH2:9][CH:3]([CH2:4]5)[CH2:2]3)[CH2:8]4)=[CH:22][CH:21]=2)[CH:27]=1, predict the reactants needed to synthesize it. The reactants are: [C:1]12([C:11]3[CH:22]=[CH:21][C:14]([O:15][CH:16]=[CH:17][C:18](O)=[O:19])=[CH:13][CH:12]=3)[CH2:10][CH:5]3[CH2:6][CH:7]([CH2:9][CH:3]([CH2:4]3)[CH2:2]1)[CH2:8]2.[CH3:23][O:24][C:25](=[O:33])[C:26]1[CH:31]=[CH:30][CH:29]=[C:28]([NH2:32])[CH:27]=1.CN(C(ON1N=NC2C=CC=NC1=2)=[N+](C)C)C.F[P-](F)(F)(F)(F)F.CCN(C(C)C)C(C)C.